This data is from Full USPTO retrosynthesis dataset with 1.9M reactions from patents (1976-2016). The task is: Predict the reactants needed to synthesize the given product. (1) Given the product [CH2:1]([O:4][C:5]1[CH:6]=[C:7]([CH2:8][NH:9][C:10]2[C:15]([Cl:16])=[C:14]([CH3:17])[N:13]=[C:12]([CH3:18])[N:11]=2)[CH:19]=[CH:20][C:21]=1[OH:22])[CH:2]=[CH2:3], predict the reactants needed to synthesize it. The reactants are: [CH2:1]([O:4][C:5]1[CH:6]=[C:7]([CH:19]=[CH:20][C:21]=1[O:22]CC1C=CC=CC=1)[CH2:8][NH:9][C:10]1[C:15]([Cl:16])=[C:14]([CH3:17])[N:13]=[C:12]([CH3:18])[N:11]=1)[CH:2]=[CH2:3].Cl.C(O)C.[OH-].[Na+]. (2) Given the product [C:1]([O:5][C:6]([N:8]1[CH2:12][C@H:11]([SH:13])[CH2:10][C@H:9]1[CH2:17][O:18][CH2:19][C:20]1[CH:25]=[C:24]([F:26])[C:23]([F:27])=[CH:22][C:21]=1[F:28])=[O:7])([CH3:4])([CH3:2])[CH3:3], predict the reactants needed to synthesize it. The reactants are: [C:1]([O:5][C:6]([N:8]1[CH2:12][C@@H:11]([S:13]C(=O)C)[CH2:10][C@@H:9]1[CH2:17][O:18][CH2:19][C:20]1[CH:25]=[C:24]([F:26])[C:23]([F:27])=[CH:22][C:21]=1[F:28])=[O:7])([CH3:4])([CH3:3])[CH3:2]. (3) Given the product [CH2:13]([O:15][C:16]([C:18]1[C:22]2[S:10][C:9]([NH:8][C:6](=[O:7])[C:5]3[CH:4]=[CH:3][C:2]([CH3:1])=[CH:12][CH:11]=3)=[N:23][C:21]=2[N:20]([C:24]([CH3:25])([CH3:27])[CH3:26])[CH:19]=1)=[O:17])[CH3:14], predict the reactants needed to synthesize it. The reactants are: [CH3:1][C:2]1[CH:12]=[CH:11][C:5]([C:6]([N:8]=[C:9]=[S:10])=[O:7])=[CH:4][CH:3]=1.[CH2:13]([O:15][C:16]([C:18]1[CH:22]=[C:21]([NH2:23])[N:20]([C:24]([CH3:27])([CH3:26])[CH3:25])[CH:19]=1)=[O:17])[CH3:14].IN1C(=O)CCC1=O.S(S([O-])=O)([O-])(=O)=O.[Na+].[Na+]. (4) Given the product [OH:18][C:6]1([CH2:5][CH2:4][OH:3])[CH2:10][CH2:9][N:8]([C:11]([O:13][C:14]([CH3:15])([CH3:16])[CH3:17])=[O:12])[CH2:7]1, predict the reactants needed to synthesize it. The reactants are: C([O:3][C:4](=O)[CH2:5][C:6]1([OH:18])[CH2:10][CH2:9][N:8]([C:11]([O:13][C:14]([CH3:17])([CH3:16])[CH3:15])=[O:12])[CH2:7]1)C.[Li+].[BH4-].O. (5) Given the product [Cl:38][C:39]1[CH:44]=[C:43]([C:2]2[N:3]=[C:4]3[C:9](=[CH:10][CH:11]=2)[N:8]=[CH:7][C:6]([C:12](=[O:16])[CH:13]([CH3:15])[CH3:14])=[C:5]3[NH:17][C:18]2[CH:19]=[CH:20][C:21]([N:24]3[CH2:29][CH2:28][CH2:27][C@@H:26]([NH:30][C:31](=[O:37])[O:32][C:33]([CH3:36])([CH3:35])[CH3:34])[CH2:25]3)=[N:22][CH:23]=2)[CH:42]=[C:41]([F:54])[C:40]=1[OH:55], predict the reactants needed to synthesize it. The reactants are: Cl[C:2]1[N:3]=[C:4]2[C:9](=[CH:10][CH:11]=1)[N:8]=[CH:7][C:6]([C:12](=[O:16])[CH:13]([CH3:15])[CH3:14])=[C:5]2[NH:17][C:18]1[CH:19]=[CH:20][C:21]([N:24]2[CH2:29][CH2:28][CH2:27][C@@H:26]([NH:30][C:31](=[O:37])[O:32][C:33]([CH3:36])([CH3:35])[CH3:34])[CH2:25]2)=[N:22][CH:23]=1.[Cl:38][C:39]1[CH:44]=[C:43](B2OC(C)(C)C(C)(C)O2)[CH:42]=[C:41]([F:54])[C:40]=1[OH:55]. (6) Given the product [CH2:20]([O:19][C:17]([NH:16][CH2:15][CH2:14][CH2:13][CH2:12][C@H:11]([NH:27][C:28](=[O:29])[O:30][C:31]([CH3:34])([CH3:33])[CH3:32])[CH:10]([OH:9])[C:35](=[O:36])[NH:37][C@@H:38]([C:40]1[CH:41]=[CH:42][CH:43]=[CH:44][CH:45]=1)[CH3:39])=[O:18])[C:21]1[CH:26]=[CH:25][CH:24]=[CH:23][CH:22]=1, predict the reactants needed to synthesize it. The reactants are: C([O:9][CH:10]([C:35]([NH:37][C@@H:38]([C:40]1[CH:45]=[CH:44][CH:43]=[CH:42][CH:41]=1)[CH3:39])=[O:36])[C@@H:11]([NH:27][C:28]([O:30][C:31]([CH3:34])([CH3:33])[CH3:32])=[O:29])[CH2:12][CH2:13][CH2:14][CH2:15][NH:16][C:17]([O:19][CH2:20][C:21]1[CH:26]=[CH:25][CH:24]=[CH:23][CH:22]=1)=[O:18])(=O)C1C=CC=CC=1.[OH-].[Li+]. (7) Given the product [NH3:4].[C:1]([N:4]([CH2:11][C:12]1[CH:17]=[CH:16][C:15]([C@@H:18]2[CH2:23][CH2:22][CH2:21][CH2:20][C@H:19]2[C:24]([NH:27][C@@H:28]([C:32]2[CH:37]=[CH:36][CH:35]=[CH:34][CH:33]=2)[C:29]([NH2:31])=[O:30])=[O:26])=[CH:14][CH:13]=1)[C:5]1[CH:10]=[CH:9][CH:8]=[CH:7][N:6]=1)(=[O:3])[CH3:2], predict the reactants needed to synthesize it. The reactants are: [C:1]([N:4]([CH2:11][C:12]1[CH:17]=[CH:16][C:15]([C@@H:18]2[CH2:23][CH2:22][CH2:21][CH2:20][C@H:19]2[C:24]([OH:26])=O)=[CH:14][CH:13]=1)[C:5]1[CH:10]=[CH:9][CH:8]=[CH:7][N:6]=1)(=[O:3])[CH3:2].[NH2:27][C@@H:28]([C:32]1[CH:37]=[CH:36][CH:35]=[CH:34][CH:33]=1)[C:29]([NH2:31])=[O:30].ON1C2C=CC=CC=2N=N1.CCN=C=NCCCN(C)C.Cl. (8) Given the product [NH:30]([CH2:34][CH2:35][OH:36])[CH2:31][CH2:32][OH:33].[O:1]=[C:2]1[C:11]2[C:6](=[CH:7][CH:8]=[CH:9][CH:10]=2)[C:5]([CH2:12][C:13]([OH:15])=[O:14])=[N:4][N:3]1[CH2:16][C:17]1[S:18][C:19]2[CH:25]=[CH:24][C:23]([C:26]([F:29])([F:28])[F:27])=[CH:22][C:20]=2[N:21]=1, predict the reactants needed to synthesize it. The reactants are: [O:1]=[C:2]1[C:11]2[C:6](=[CH:7][CH:8]=[CH:9][CH:10]=2)[C:5]([CH2:12][C:13]([OH:15])=[O:14])=[N:4][N:3]1[CH2:16][C:17]1[S:18][C:19]2[CH:25]=[CH:24][C:23]([C:26]([F:29])([F:28])[F:27])=[CH:22][C:20]=2[N:21]=1.[NH:30]([CH2:34][CH2:35][OH:36])[CH2:31][CH2:32][OH:33]. (9) The reactants are: [Cl:1][C:2]1[CH:3]=[C:4]2[C:9](=[CH:10][C:11]=1[C:12]([OH:14])=O)[N:8]=[CH:7][N:6]=[C:5]2[NH:15][CH:16]([C:18]1[NH:22][C:21]2[CH:23]=[CH:24][C:25]([Cl:27])=[CH:26][C:20]=2[N:19]=1)[CH3:17].FC1C(OC(N(C)C)=[N+](C)C)=C(F)C(F)=C(F)C=1F.F[P-](F)(F)(F)(F)F.C(N(C(C)C)CC)(C)C.[CH3:63][N:64]([CH2:72][C:73]1[CH:78]=[CH:77][CH:76]=[CH:75][N:74]=1)[CH2:65][CH:66]1[CH2:71][CH2:70][CH2:69][CH2:68][NH:67]1. Given the product [Cl:1][C:2]1[CH:3]=[C:4]2[C:9](=[CH:10][C:11]=1[C:12]([N:74]1[CH2:75][CH2:76][CH2:77][CH2:78][CH:73]1[CH2:72][N:64]([CH3:63])[CH2:65][C:66]1[CH:71]=[CH:70][CH:69]=[CH:68][N:67]=1)=[O:14])[N:8]=[CH:7][N:6]=[C:5]2[NH:15][CH:16]([C:18]1[NH:22][C:21]2[CH:23]=[CH:24][C:25]([Cl:27])=[CH:26][C:20]=2[N:19]=1)[CH3:17], predict the reactants needed to synthesize it. (10) Given the product [O:1]=[C:2]1[N:6]([C:7]2[CH:8]=[CH:9][C:10]3[O:11][CH2:12][C:13](=[O:17])[NH:14][C:15]=3[N:16]=2)[CH2:5][C@H:4]([CH2:18][CH2:19][C:20]([OH:22])=[O:21])[O:3]1, predict the reactants needed to synthesize it. The reactants are: [O:1]=[C:2]1[N:6]([C:7]2[CH:8]=[CH:9][C:10]3[O:11][CH2:12][C:13](=[O:17])[NH:14][C:15]=3[N:16]=2)[CH2:5][C@H:4]([CH2:18][CH2:19][CH:20]=[O:21])[O:3]1.[O-:22][Mn](=O)(=O)=O.[K+].S(=O)(O)[O-].[Na+].